From a dataset of Full USPTO retrosynthesis dataset with 1.9M reactions from patents (1976-2016). Predict the reactants needed to synthesize the given product. (1) Given the product [Cl:1][C:2]1[CH:3]=[CH:4][C:5]([CH2:6][NH:7][C:8]([C:10]2[C:11](=[O:33])[C:12]3[CH:19]=[C:18]([CH2:20][N:21]([CH2:23][C@@H:24]([OH:32])[C:25]4[CH:26]=[CH:27][C:28]([OH:31])=[CH:29][CH:30]=4)[CH3:22])[S:17][C:13]=3[N:14]([CH3:16])[CH:15]=2)=[O:9])=[CH:34][CH:35]=1, predict the reactants needed to synthesize it. The reactants are: [Cl:1][C:2]1[CH:35]=[CH:34][C:5]([CH2:6][NH:7][C:8]([C:10]2[C:11](=[O:33])[C:12]3[CH:19]=[C:18]([CH2:20][N:21]([CH2:23][CH:24]([OH:32])[C:25]4[CH:30]=[CH:29][C:28]([OH:31])=[CH:27][CH:26]=4)[CH3:22])[S:17][C:13]=3[N:14]([CH3:16])[CH:15]=2)=[O:9])=[CH:4][CH:3]=1. (2) Given the product [Cl:1][C:2]1[C:7]([C:8]#[N:9])=[C:6]([N:10]2[CH2:14][CH2:13][CH2:12][CH2:11]2)[C:5]([O:15][CH2:16][CH3:17])=[C:4]([CH:18]([Cl:28])[CH3:19])[CH:3]=1, predict the reactants needed to synthesize it. The reactants are: [Cl:1][C:2]1[C:7]([C:8]#[N:9])=[C:6]([N:10]2[CH2:14][CH2:13][CH2:12][CH2:11]2)[C:5]([O:15][CH2:16][CH3:17])=[C:4]([CH:18](O)[CH3:19])[CH:3]=1.CN(C)C=O.S(Cl)([Cl:28])=O. (3) Given the product [OH:39][C:35]1[CH:34]=[C:33]([NH:32][CH:2]=[C:3]2[C:11]3[C:6](=[CH:7][C:8]([C:12]([C:14]4[CH:15]=[C:16]([NH:20][C:21]([C:23]5[N:24]([CH2:29][CH3:30])[N:25]=[C:26]([CH3:28])[CH:27]=5)=[O:22])[CH:17]=[CH:18][CH:19]=4)=[O:13])=[CH:9][CH:10]=3)[NH:5][C:4]2=[O:31])[CH:38]=[CH:37][CH:36]=1, predict the reactants needed to synthesize it. The reactants are: O[CH:2]=[C:3]1[C:11]2[C:6](=[CH:7][C:8]([C:12]([C:14]3[CH:15]=[C:16]([NH:20][C:21]([C:23]4[N:24]([CH2:29][CH3:30])[N:25]=[C:26]([CH3:28])[CH:27]=4)=[O:22])[CH:17]=[CH:18][CH:19]=3)=[O:13])=[CH:9][CH:10]=2)[NH:5][C:4]1=[O:31].[NH2:32][C:33]1[CH:34]=[C:35]([OH:39])[CH:36]=[CH:37][CH:38]=1.